This data is from Reaction yield outcomes from USPTO patents with 853,638 reactions. The task is: Predict the reaction yield, written as a fraction of the theoretical maximum amount of product (1.0 means a 100% yield; for example, 0.34 means a 34% yield). (1) The reactants are [Cl:1][C:2]1[CH:3]=[CH:4][C:5]([O:12][CH3:13])=[C:6]([CH:11]=1)[C:7](OC)=O.[AlH4-].[Li+].S(Cl)(Cl)=O.[C-:20]#[N:21].[Na+]. The catalyst is CCOCC.O.CS(C)=O.ClCCl. The product is [Cl:1][C:2]1[CH:3]=[CH:4][C:5]([O:12][CH3:13])=[C:6]([CH2:7][C:20]#[N:21])[CH:11]=1. The yield is 0.910. (2) The reactants are [Br:1][C:2]1[CH:3]=[C:4]([CH:8]=[CH:9][CH:10]=1)[C:5]([OH:7])=O.Cl.Cl.[N:13]12[CH2:21][CH2:20][CH:17]([CH2:18][CH2:19]1)[NH:16][CH2:15][CH2:14]2.O.ON1C2C=CC=CC=2N=N1.F[B-](F)(F)F.N1(OC(N(C)C)=[N+](C)C)C2C=CC=CC=2N=N1.C(N(C(C)C)CC)(C)C.[OH-].[Na+]. The catalyst is CN(C)C=O. The product is [Br:1][C:2]1[CH:3]=[C:4]([C:5]([N:16]2[CH:17]3[CH2:20][CH2:21][N:13]([CH2:19][CH2:18]3)[CH2:14][CH2:15]2)=[O:7])[CH:8]=[CH:9][CH:10]=1. The yield is 0.700. (3) The reactants are O1[C:5]2([CH2:10][CH2:9][CH:8]([O:11][CH2:12][C:13]([CH3:16])([OH:15])[CH3:14])[CH2:7][CH2:6]2)[O:4]CC1.Cl.CC(C)=O. The catalyst is O. The product is [OH:15][C:13]([CH3:16])([CH3:14])[CH2:12][O:11][CH:8]1[CH2:9][CH2:10][C:5](=[O:4])[CH2:6][CH2:7]1. The yield is 0.730.